Dataset: Catalyst prediction with 721,799 reactions and 888 catalyst types from USPTO. Task: Predict which catalyst facilitates the given reaction. (1) Reactant: [OH:1][N:2]1[C:7]([C:8]2[CH:13]=[CH:12][CH:11]=[CH:10][CH:9]=2)=[CH:6][C:5]([C:14]2[CH:19]=[CH:18][CH:17]=[CH:16][CH:15]=2)=[CH:4][C:3]1=O.P12(SP3(SP(SP(S3)(S1)=S)(=S)S2)=S)=[S:22]. Product: [OH:1][N:2]1[C:7]([C:8]2[CH:13]=[CH:12][CH:11]=[CH:10][CH:9]=2)=[CH:6][C:5]([C:14]2[CH:19]=[CH:18][CH:17]=[CH:16][CH:15]=2)=[CH:4][C:3]1=[S:22]. The catalyst class is: 11. (2) Reactant: [F:1][C:2]1[CH:7]=[CH:6][C:5](/[CH:8]=[CH:9]/[C:10]2[C:18]3[C:13](=[CH:14][CH:15]=[C:16]([C:21](O)=[O:22])[C:17]=3[O:19][CH3:20])[NH:12][N:11]=2)=[CH:4][CH:3]=1.Cl.[C:25]([O:29][C:30](=[O:33])[CH2:31][NH2:32])([CH3:28])([CH3:27])[CH3:26].C(N(C(C)C)CC)(C)C.ON1C2C=CC=CC=2N=N1.CCN=C=NCCCN(C)C.Cl. Product: [C:25]([O:29][C:30](=[O:33])[CH:31]([C:21]([C:16]1[C:17]([O:19][CH3:20])=[C:18]2[C:13](=[CH:14][CH:15]=1)[NH:12][N:11]=[C:10]2/[CH:9]=[CH:8]/[C:5]1[CH:4]=[CH:3][C:2]([F:1])=[CH:7][CH:6]=1)=[O:22])[NH2:32])([CH3:28])([CH3:27])[CH3:26]. The catalyst class is: 9. (3) Reactant: C[O:2][C:3]([C:5]1[N:6]([C:20]2[CH:25]=[CH:24][CH:23]=[C:22]([C:26]([O:28]C)=[O:27])[CH:21]=2)[C:7]2[C:12]([C:13]=1[CH2:14][CH2:15][S:16]C(=O)C)=[CH:11][CH:10]=[CH:9][CH:8]=2)=[O:4].[OH-].[K+].Cl. Product: [C:26]([C:22]1[CH:21]=[C:20]([N:6]2[C:7]3[C:12](=[CH:11][CH:10]=[CH:9][CH:8]=3)[C:13]([CH2:14][CH2:15][SH:16])=[C:5]2[C:3]([OH:4])=[O:2])[CH:25]=[CH:24][CH:23]=1)([OH:28])=[O:27]. The catalyst class is: 1. (4) Reactant: [N+:1]([C:4]1[CH:9]=[C:8]([N+:10]([O-])=O)[CH:7]=[CH:6][C:5]=1[NH:13][C:14]1[CH:15]=[CH:16][C:17]2[C:23](=[O:24])[C:22]3[CH:25]=[CH:26][CH:27]=[CH:28][C:21]=3[CH2:20][O:19][C:18]=2[CH:29]=1)([O-])=O.O.O.[Sn](Cl)Cl. Product: [NH2:1][C:4]1[CH:9]=[C:8]([NH2:10])[CH:7]=[CH:6][C:5]=1[NH:13][C:14]1[CH:15]=[CH:16][C:17]2[C:23](=[O:24])[C:22]3[CH:25]=[CH:26][CH:27]=[CH:28][C:21]=3[CH2:20][O:19][C:18]=2[CH:29]=1. The catalyst class is: 8. (5) Reactant: [NH2:1][C:2]1[CH:3]=[C:4]([C:8]2[C:9]3[C:16]([C:17]([O:19][CH2:20][CH3:21])=[O:18])=[CH:15][NH:14][C:10]=3[N:11]=[CH:12][N:13]=2)[CH:5]=[CH:6][CH:7]=1.Br[CH2:23]/[CH:24]=[CH:25]/[C:26](Br)=[O:27].[CH3:29][NH:30][CH3:31].O. Product: [CH2:20]([O:19][C:17]([C:16]1[C:9]2[C:8]([C:4]3[CH:5]=[CH:6][CH:7]=[C:2]([NH:1][C:26](=[O:27])/[CH:25]=[CH:24]/[CH2:23][N:30]([CH3:31])[CH3:29])[CH:3]=3)=[N:13][CH:12]=[N:11][C:10]=2[NH:14][CH:15]=1)=[O:18])[CH3:21]. The catalyst class is: 1.